Dataset: Forward reaction prediction with 1.9M reactions from USPTO patents (1976-2016). Task: Predict the product of the given reaction. (1) The product is: [OH:2][CH2:3][C:4]1[CH:9]=[CH:8][CH:7]=[CH:6][C:5]=1[O:10][S:11]([CH3:14])(=[O:13])=[O:12]. Given the reactants C[O:2][C:3](=O)[C:4]1[CH:9]=[CH:8][CH:7]=[CH:6][C:5]=1[O:10][S:11]([CH3:14])(=[O:13])=[O:12].[Li+].[BH4-], predict the reaction product. (2) Given the reactants [K].[CH2:2]([O:4][C:5]([C:7]1[O:11][C:10](=[S:12])[NH:9][N:8]=1)=[O:6])C.IC.[CH3:15][CH2:16]O, predict the reaction product. The product is: [CH2:15]([SH:12]=[C:10]1[NH:9][N:8]=[C:7]([C:5]([O:4][CH3:2])=[O:6])[O:11]1)[CH3:16]. (3) Given the reactants C(C1N(C2C=CC=CC=2)N=C(C(OCC)=O)C=1C1C=CC(C(O)=O)=CC=1C(N1CCC2C(=CC=CC=2)C1)=O)CCC.C([O:46][C:47]([C:49]1[CH:54]=[CH:53][C:52]([C:55]2[C:56]([C:78]([O:80][CH2:81][CH3:82])=[O:79])=[N:57][N:58]([C:64]3[CH:69]=[CH:68][C:67]([O:70][C:71]4[CH:76]=[CH:75][CH:74]=[C:73]([Cl:77])[CH:72]=4)=[CH:66][CH:65]=3)[C:59]=2[CH2:60][CH2:61][CH2:62][CH3:63])=[C:51]([C:83]([N:85]2[CH2:94][CH2:93][C:92]3[C:87](=[CH:88][CH:89]=[CH:90][CH:91]=3)[CH2:86]2)=[O:84])[CH:50]=1)=[O:48])(C)(C)C, predict the reaction product. The product is: [CH2:60]([C:59]1[N:58]([C:64]2[CH:65]=[CH:66][C:67]([O:70][C:71]3[CH:76]=[CH:75][CH:74]=[C:73]([Cl:77])[CH:72]=3)=[CH:68][CH:69]=2)[N:57]=[C:56]([C:78]([O:80][CH2:81][CH3:82])=[O:79])[C:55]=1[C:52]1[CH:53]=[CH:54][C:49]([C:47]([OH:48])=[O:46])=[CH:50][C:51]=1[C:83]([N:85]1[CH2:94][CH2:93][C:92]2[C:87](=[CH:88][CH:89]=[CH:90][CH:91]=2)[CH2:86]1)=[O:84])[CH2:61][CH2:62][CH3:63]. (4) Given the reactants [Si]([O:8][CH2:9][C:10]1[CH:25]=[CH:24][C:13]2=[C:14]3[C:19](=[C:20]([NH2:22])[N:21]=[C:12]2[CH:11]=1)[N:18]=[C:17](Cl)[CH:16]=[CH:15]3)(C(C)(C)C)(C)C.ClC1C(C#N)=NC=C([CH2:33][CH2:34][C:35]2[CH:40]=[CH:39][C:38]([O:41][CH2:42][CH2:43][CH3:44])=[CH:37][CH:36]=2)C=1, predict the reaction product. The product is: [NH2:22][C:20]1[C:19]2[N:18]=[CH:17][C:16]([CH2:33][CH2:34][C:35]3[CH:40]=[CH:39][C:38]([O:41][CH2:42][CH2:43][CH3:44])=[CH:37][CH:36]=3)=[CH:15][C:14]=2[C:13]2[CH:24]=[CH:25][C:10]([CH2:9][OH:8])=[CH:11][C:12]=2[N:21]=1. (5) Given the reactants C([O:3][C:4]([C:6]1[C:7]([CH3:25])=[N:8][C:9]([NH:13][CH2:14][CH2:15][CH2:16][C:17]2[CH:22]=[CH:21][CH:20]=[C:19]([OH:23])[C:18]=2[F:24])=[N:10][C:11]=1[CH3:12])=[O:5])C.O.[OH-].[Li+], predict the reaction product. The product is: [F:24][C:18]1[C:19]([OH:23])=[CH:20][CH:21]=[CH:22][C:17]=1[CH2:16][CH2:15][CH2:14][NH:13][C:9]1[N:8]=[C:7]([CH3:25])[C:6]([C:4]([OH:5])=[O:3])=[C:11]([CH3:12])[N:10]=1. (6) Given the reactants [ClH:1].[NH2:2][C@@H:3]([CH2:7]/[CH:8]=[CH:9]\[CH2:10][C@@H:11]1[N:17]2C(=O)[O:19][N:20]=[C:16]2[CH2:15][CH2:14][CH2:13][CH2:12]1)[C:4]([OH:6])=[O:5].[K].[OH-].[Na+], predict the reaction product. The product is: [ClH:1].[NH2:2][C@@H:3]([CH2:7]/[CH:8]=[CH:9]\[CH2:10][C@H:11]1[CH2:12][CH2:13][CH2:14][CH2:15]/[C:16](=[N:20]/[OH:19])/[NH:17]1)[C:4]([OH:6])=[O:5]. (7) Given the reactants [CH3:1][C:2]1[CH:7]=[CH:6][C:5]([CH2:8][OH:9])=[C:4]([N+:10]([O-:12])=[O:11])[CH:3]=1.[Cr](O[Cr]([O-])(=O)=O)([O-])(=O)=O.[NH+]1C=CC=CC=1.[NH+]1C=CC=CC=1, predict the reaction product. The product is: [CH3:1][C:2]1[CH:7]=[CH:6][C:5]([CH:8]=[O:9])=[C:4]([N+:10]([O-:12])=[O:11])[CH:3]=1.